From a dataset of Full USPTO retrosynthesis dataset with 1.9M reactions from patents (1976-2016). Predict the reactants needed to synthesize the given product. (1) The reactants are: [CH2:1]([C@@H:3]([CH2:6][O:7][CH2:8][C:9]1[CH:14]=[CH:13][CH:12]=[CH:11][CH:10]=1)[CH2:4][OH:5])[CH3:2].[S:15](Cl)([C:18]1[CH:24]=[CH:23][C:21]([CH3:22])=[CH:20][CH:19]=1)(=[O:17])=[O:16].N1C=CC=CC=1.C(O)(=O)CC(CC(O)=O)(C(O)=O)O. Given the product [C:21]1([CH3:22])[CH:23]=[CH:24][C:18]([S:15]([O:5][CH2:4][C@@H:3]([CH2:1][CH3:2])[CH2:6][O:7][CH2:8][C:9]2[CH:14]=[CH:13][CH:12]=[CH:11][CH:10]=2)(=[O:17])=[O:16])=[CH:19][CH:20]=1, predict the reactants needed to synthesize it. (2) Given the product [C:23]([C:25]1[CH:10]=[CH:9][C:8]([O:7][CH2:2][CH2:3][CH2:4][CH2:5][CH2:6][O:7][C:8]2[CH:15]=[CH:14][C:11]([C:12]#[N:13])=[CH:10][CH:9]=2)=[C:15]([CH2:14][CH2:11][CH3:12])[C:16]=1[OH:19])(=[O:24])[CH3:22], predict the reactants needed to synthesize it. The reactants are: Br[CH2:2][CH2:3][CH2:4][CH2:5][CH2:6][O:7][C:8]1[CH:15]=[CH:14][C:11]([C:12]#[N:13])=[CH:10][CH:9]=1.[C:16]([O-:19])([O-])=O.[K+].[K+].[CH3:22][C:23]([CH3:25])=[O:24].